The task is: Binary Classification. Given a miRNA mature sequence and a target amino acid sequence, predict their likelihood of interaction.. This data is from Experimentally validated miRNA-target interactions with 360,000+ pairs, plus equal number of negative samples. (1) The miRNA is hsa-miR-4793-3p with sequence UCUGCACUGUGAGUUGGCUGGCU. The protein sequence of the target gene is MELAHSLLLNEEALAQITEAKRPVFIFEWLRFLDKVLVAANKTDVKEKQKKLVEQLTGLISSSPGPPTRKLLAKNLAALYSIGDTFTVFQTLDKCNDIIRNKDDTAAYLPTKLAAVACVGAFYEKMGRMLGSAFPETVNNLLKSLKSAESQGRSEILMSLQKVLSGLGGAAASSHRDIYKNARSLLTDRSMAVRCAVAKCLLELQNEAVFMWTAELENIATLCFKALENSNYGVRVAVSKLLGTVMATALMPKQATVMRQNVKRATFDEVLELMATGFLRGGSGFLKSGGEMLKVGGSVN.... Result: 0 (no interaction). (2) The miRNA is hsa-miR-4471 with sequence UGGGAACUUAGUAGAGGUUUAA. The protein sequence of the target gene is MSTTFPGLVHDAEIRHDGSNSYRLMQLGCLESVANSTVAYSSSSPLTYSTTGTEFASPYFSTNHQYTPLHHQSFHYEFQHSHPAVTPDAYSLNSLHHSQQYYQQIHHGEPTDFINLHNARALKSSCLDEQRRELGCLDAYRRHDLSLMSHGSQYGMHPDQRLLPGPSLGLAAAGADDLQGSVEAQCGIVLNGQGGVIRRGGTCVVNPTDLFCSVPGRLSLLSSTSKYKVTIAEVKRRLSPPECLNASLLGGILRRAKSKNGGRCLREKLDRLGLNLPAGRRKAANVTLLTSLVEGEALHL.... Result: 0 (no interaction). (3) The miRNA is hsa-miR-4687-5p with sequence CAGCCCUCCUCCCGCACCCAAA. The protein sequence of the target gene is MTQQPQEDFERSVEDAQAWMKVIQEQLQVNDNTKGPRAALEARLRETEKICQLESEGMVKVELVLRAAEALLATCQEGQKPEILARLRDIKSQWEETVTYMTHCHSRIEWVWLHWSEYLLAQDEFYRWFQKMVVALEPPVELQLGLKEKQWQLSHAQVLLHNVDNQAVLLDRLLEEAGSLFSRIGDPSVDEDAQKRMKAEYDAVKARAQRRVDLLAQVAQDHEQYREDVNEFQLWLKAVVEKVHSCLGRNCKLATELRLSTLQDIAKDFPRGEESLKRLEEQAVGVIQNTSPLGAEKISG.... Result: 0 (no interaction).